The task is: Regression/Classification. Given a drug SMILES string, predict its absorption, distribution, metabolism, or excretion properties. Task type varies by dataset: regression for continuous measurements (e.g., permeability, clearance, half-life) or binary classification for categorical outcomes (e.g., BBB penetration, CYP inhibition). Dataset: cyp2c19_veith.. This data is from CYP2C19 inhibition data for predicting drug metabolism from PubChem BioAssay. (1) The compound is COc1ccc(CNc2ncnc3ccc(-c4ccoc4)cc23)c(OC)c1. The result is 1 (inhibitor). (2) The drug is C[n+]1cc2c3c(ccc2c2ccc4cc5c(cc4c21)OCO5)OCO3. The result is 1 (inhibitor).